This data is from Full USPTO retrosynthesis dataset with 1.9M reactions from patents (1976-2016). The task is: Predict the reactants needed to synthesize the given product. (1) Given the product [CH3:37][C:26]1[CH:25]=[C:24]([O:5][CH:4]([C:6]2[CH:11]=[CH:10][CH:9]=[C:8]([C:12]3[CH:17]=[CH:16][C:15]([C:18]([F:21])([F:19])[F:20])=[CH:14][CH:13]=3)[N:7]=2)[CH2:3][CH:2]([CH3:22])[CH3:1])[CH:36]=[CH:35][C:27]=1[O:28][CH2:29][C:30]([O:32][CH2:33][CH3:34])=[O:31], predict the reactants needed to synthesize it. The reactants are: [CH3:1][CH:2]([CH3:22])[CH2:3][CH:4]([C:6]1[CH:11]=[CH:10][CH:9]=[C:8]([C:12]2[CH:17]=[CH:16][C:15]([C:18]([F:21])([F:20])[F:19])=[CH:14][CH:13]=2)[N:7]=1)[OH:5].O[C:24]1[CH:36]=[CH:35][C:27]([O:28][CH2:29][C:30]([O:32][CH2:33][CH3:34])=[O:31])=[C:26]([CH3:37])[CH:25]=1.C1CCN(C(N=NC(N2CCCCC2)=O)=O)CC1.P(CCCC)(CCCC)CCCC. (2) Given the product [CH3:12][C:2]1[CH:7]=[CH:6][C:5]([S:8]([OH:11])(=[O:10])=[O:9])=[CH:4][CH:3]=1, predict the reactants needed to synthesize it. The reactants are: O.[C:2]1([CH3:12])[CH:7]=[CH:6][C:5]([S:8]([OH:11])(=[O:10])=[O:9])=[CH:4][CH:3]=1.[H][H]. (3) Given the product [F:1][C:2]1[CH:7]=[CH:6][C:5]([C:8](=[O:13])[NH:9][CH2:10][C:11]#[CH:12])=[CH:4][C:3]=1[S:14]([O:18][CH2:19][C@:20]([OH:37])([CH3:36])[C:21](=[O:35])[C@@H:22]([NH:27][C:28]([O:29][C:30]([CH3:31])([CH3:33])[CH3:32])=[O:34])[CH2:23][CH:24]([CH3:26])[CH3:25])(=[O:15])=[O:16], predict the reactants needed to synthesize it. The reactants are: [F:1][C:2]1[CH:7]=[CH:6][C:5]([C:8](=[O:13])[NH:9][CH2:10][C:11]#[CH:12])=[CH:4][C:3]=1[S:14](Cl)(=[O:16])=[O:15].[OH:18][CH2:19][C@:20]([OH:37])([CH3:36])[C:21](=[O:35])[C@@H:22]([NH:27][C:28](=[O:34])[O:29][C:30]([CH3:33])([CH3:32])[CH3:31])[CH2:23][CH:24]([CH3:26])[CH3:25].CCN(C(C)C)C(C)C. (4) Given the product [CH3:1][O:2][CH:3]1[CH2:6][N:5]([CH2:7][CH2:8][NH2:9])[CH2:4]1, predict the reactants needed to synthesize it. The reactants are: [CH3:1][O:2][CH:3]1[CH2:6][N:5]([CH2:7][C:8]#[N:9])[CH2:4]1. (5) Given the product [CH2:18]([O:17][C:16]1[O:10][C:4]2[CH:5]=[C:6]([OH:7])[CH:8]=[CH:9][C:3]=2[N:2]=1)[CH3:19], predict the reactants needed to synthesize it. The reactants are: Cl.[NH2:2][C:3]1[CH:9]=[CH:8][C:6]([OH:7])=[CH:5][C:4]=1[OH:10].C([O-])(=O)C.[Na+].[C:16](OCC)(OCC)(OCC)[O:17][CH2:18][CH3:19]. (6) Given the product [F:1][C:2]1[CH:8]=[CH:7][C:6]([CH3:9])=[CH:5][C:3]=1[NH:4][C:42](=[O:43])[C:41]1[CH:45]=[CH:46][CH:47]=[CH:48][C:40]=1[CH2:39][N:20]1[C:21]2[C:26](=[CH:25][CH:24]=[CH:23][CH:22]=2)[C:27]2([CH2:31][O:30][C:29]3[CH:32]=[C:33]4[C:37](=[CH:38][C:28]2=3)[CH2:36][CH2:35][O:34]4)[C:19]1=[O:18], predict the reactants needed to synthesize it. The reactants are: [F:1][C:2]1[CH:8]=[CH:7][C:6]([CH3:9])=[CH:5][C:3]=1[NH2:4].C1(CN)CCCCC1.[O:18]=[C:19]1[C:27]2([CH2:31][O:30][C:29]3[CH:32]=[C:33]4[C:37](=[CH:38][C:28]2=3)[CH2:36][CH2:35][O:34]4)[C:26]2[C:21](=[CH:22][CH:23]=[CH:24][CH:25]=2)[N:20]1[CH2:39][C:40]1[CH:48]=[CH:47][CH:46]=[CH:45][C:41]=1[C:42](O)=[O:43].O=C1C2(COC3C=C4C(=CC2=3)CCO4)C2C(=CC=CC=2)N1CC1C=C(C=CC=1)C(O)=O. (7) The reactants are: [CH3:1][O:2][C:3]([CH:5]1[CH2:9][CH2:8][CH2:7][N:6]1[N:10]=[CH:11][C:12]1[CH:17]=[CH:16][C:15]([F:18])=[CH:14][CH:13]=1)=[O:4].C(O)(=O)C.C([BH3-])#N.[Na+]. Given the product [CH3:1][O:2][C:3]([CH:5]1[CH2:9][CH2:8][CH2:7][N:6]1[NH:10][CH2:11][C:12]1[CH:13]=[CH:14][C:15]([F:18])=[CH:16][CH:17]=1)=[O:4], predict the reactants needed to synthesize it. (8) Given the product [Cl:1][C:2]1[CH:10]=[CH:9][C:5]([C:6]([O:8][CH3:20])=[O:7])=[CH:4][C:3]=1[C:11]([F:12])([F:13])[F:14], predict the reactants needed to synthesize it. The reactants are: [Cl:1][C:2]1[CH:10]=[CH:9][C:5]([C:6]([OH:8])=[O:7])=[CH:4][C:3]=1[C:11]([F:14])([F:13])[F:12].S(=O)(=O)(O)O.[CH3:20]O. (9) Given the product [C:1]([C:3]1[CH:4]=[CH:5][C:6]([NH:9][C:10]([CH:12]2[NH:16][CH:15]([CH2:17][C:18]([CH3:21])([CH3:20])[CH3:19])[C:14]3([C:29]4[C:24](=[CH:25][C:26]([Cl:31])=[C:27]([F:30])[CH:28]=4)[NH:23][C:22]3=[O:32])[CH:13]2[C:33]2[CH:38]=[CH:37][CH:36]=[C:35]([Cl:39])[C:34]=2[F:40])=[O:11])=[CH:7][CH:8]=1)(=[O:41])[NH2:2], predict the reactants needed to synthesize it. The reactants are: [C:1]([C:3]1[CH:8]=[CH:7][C:6]([NH:9][C:10]([CH:12]2[NH:16][CH:15]([CH2:17][C:18]([CH3:21])([CH3:20])[CH3:19])[C:14]3([C:29]4[C:24](=[CH:25][C:26]([Cl:31])=[C:27]([F:30])[CH:28]=4)[NH:23][C:22]3=[O:32])[CH:13]2[C:33]2[CH:38]=[CH:37][CH:36]=[C:35]([Cl:39])[C:34]=2[F:40])=[O:11])=[CH:5][CH:4]=1)#[N:2].[OH:41]O.[OH-].[Na+].